From a dataset of Catalyst prediction with 721,799 reactions and 888 catalyst types from USPTO. Predict which catalyst facilitates the given reaction. (1) Reactant: [N+:1]([C:4]1[CH:5]=[N:6][NH:7][CH:8]=1)([O-:3])=[O:2].Cl[CH2:10][C:11]([NH:13][C:14]1[CH:19]=[CH:18][C:17]([F:20])=[CH:16][N:15]=1)=[O:12].C([O-])([O-])=O.[Cs+].[Cs+].CC#N. Product: [F:20][C:17]1[CH:18]=[CH:19][C:14]([NH:13][C:11](=[O:12])[CH2:10][N:6]2[CH:5]=[C:4]([N+:1]([O-:3])=[O:2])[CH:8]=[N:7]2)=[N:15][CH:16]=1. The catalyst class is: 2. (2) Reactant: N(C(OCC)=O)=NC(OCC)=O.[Cl:13][C:14]1[C:19]([NH:20][C:21]2[C:30]3[C:25](=[CH:26][C:27]([OH:33])=[C:28]([O:31][CH3:32])[CH:29]=3)[N:24]=[CH:23][N:22]=2)=[C:18]2[O:34][CH2:35][O:36][C:17]2=[CH:16][CH:15]=1.O[CH2:38][CH2:39][N:40]1[CH2:44][CH2:43][CH2:42][CH2:41]1.C1(P(C2C=CC=CC=2)C2C=CC=CC=2)C=CC=CC=1. Product: [Cl:13][C:14]1[C:19]([NH:20][C:21]2[C:30]3[C:25](=[CH:26][C:27]([O:33][CH2:38][CH2:39][N:40]4[CH2:44][CH2:43][CH2:42][CH2:41]4)=[C:28]([O:31][CH3:32])[CH:29]=3)[N:24]=[CH:23][N:22]=2)=[C:18]2[O:34][CH2:35][O:36][C:17]2=[CH:16][CH:15]=1. The catalyst class is: 2. (3) Reactant: [Cl:1][C:2]1[CH:7]=[CH:6][C:5]([S:8]([CH:11]([C:20]2[CH:25]=[C:24]([F:26])[CH:23]=[CH:22][C:21]=2[F:27])[CH:12]([CH3:19])[CH2:13][CH2:14][CH2:15][S:16]([CH3:18])=[O:17])(=[O:10])=[O:9])=[CH:4][CH:3]=1.ClC1C=CC=C(C(OO)=[O:36])C=1. Product: [Cl:1][C:2]1[CH:7]=[CH:6][C:5]([S:8]([CH:11]([C:20]2[CH:25]=[C:24]([F:26])[CH:23]=[CH:22][C:21]=2[F:27])[CH:12]([CH3:19])[CH2:13][CH2:14][CH2:15][S:16]([CH3:18])(=[O:36])=[O:17])(=[O:10])=[O:9])=[CH:4][CH:3]=1. The catalyst class is: 2. (4) Reactant: [CH:1]([N:3]1[CH2:8][CH2:7][N:6]([CH2:9][CH2:10]O)[CH2:5][CH2:4]1)=[O:2].[SH:12][C:13]1[NH:14][C:15]2[CH:21]=[CH:20][CH:19]=[CH:18][C:16]=2[N:17]=1.C1(P(C2C=CC=CC=2)C2C=CC=CC=2)C=CC=CC=1.N(C(OCC)=O)=NC(OCC)=O. Product: [CH:1]([N:3]1[CH2:8][CH2:7][N:6]([CH2:9][CH2:10][S:12][C:13]2[NH:14][C:15]3[CH:21]=[CH:20][CH:19]=[CH:18][C:16]=3[N:17]=2)[CH2:5][CH2:4]1)=[O:2]. The catalyst class is: 35.